From a dataset of Catalyst prediction with 721,799 reactions and 888 catalyst types from USPTO. Predict which catalyst facilitates the given reaction. (1) Reactant: [NH2:1][C:2]1[CH:3]=[N:4][CH:5]=[C:6]([Br:9])[C:7]=1[OH:8].[Cl:10][C:11]1[CH:12]=[C:13]([CH2:18][S:19](Cl)(=[O:21])=[O:20])[CH:14]=[C:15]([Cl:17])[CH:16]=1. Product: [Br:9][C:6]1[C:7]([OH:8])=[C:2]([NH:1][S:19]([CH2:18][C:13]2[CH:14]=[C:15]([Cl:17])[CH:16]=[C:11]([Cl:10])[CH:12]=2)(=[O:21])=[O:20])[CH:3]=[N:4][CH:5]=1. The catalyst class is: 383. (2) Reactant: C([O:3][C:4]([C:6]1([NH:17][C:18](=[O:31])[C:19]2[CH:24]=[CH:23][CH:22]=[C:21]([CH3:25])[C:20]=2[O:26][CH:27]2[CH2:30][CH2:29][CH2:28]2)[CH2:14][C:13]2[C:8](=[CH:9][C:10]([F:16])=[C:11]([F:15])[CH:12]=2)[CH2:7]1)=[O:5])C.[OH-].[K+].O. Product: [CH:27]1([O:26][C:20]2[C:21]([CH3:25])=[CH:22][CH:23]=[CH:24][C:19]=2[C:18]([NH:17][C:6]2([C:4]([OH:5])=[O:3])[CH2:7][C:8]3[C:13](=[CH:12][C:11]([F:15])=[C:10]([F:16])[CH:9]=3)[CH2:14]2)=[O:31])[CH2:30][CH2:29][CH2:28]1. The catalyst class is: 14.